This data is from Catalyst prediction with 721,799 reactions and 888 catalyst types from USPTO. The task is: Predict which catalyst facilitates the given reaction. (1) Reactant: C(OC(=O)[NH:7][CH:8]([C:11]1[N:16]=[C:15]2[NH:17][CH:18]=[CH:19][C:14]2=[CH:13][CH:12]=1)[CH2:9][CH3:10])(C)(C)C.Cl. Product: [NH:17]1[C:15]2=[N:16][C:11]([CH:8]([NH2:7])[CH2:9][CH3:10])=[CH:12][CH:13]=[C:14]2[CH:19]=[CH:18]1. The catalyst class is: 12. (2) Reactant: Cl[CH2:2][C:3]([N:5]1[CH2:10][CH2:9][N:8]([C:11]2[CH:16]=[CH:15][C:14]([Cl:17])=[C:13]([O:18][CH3:19])[CH:12]=2)[CH2:7][CH2:6]1)=[O:4].[O:20]=[C:21]1[NH:25][C:24]2[CH:26]=[CH:27][C:28]([C:30]#[N:31])=[CH:29][C:23]=2[O:22]1.C(=O)([O-])[O-].[Cs+].[Cs+]. Product: [Cl:17][C:14]1[CH:15]=[CH:16][C:11]([N:8]2[CH2:9][CH2:10][N:5]([C:3](=[O:4])[CH2:2][N:25]3[C:24]4[CH:26]=[CH:27][C:28]([C:30]#[N:31])=[CH:29][C:23]=4[O:22][C:21]3=[O:20])[CH2:6][CH2:7]2)=[CH:12][C:13]=1[O:18][CH3:19]. The catalyst class is: 39.